Dataset: Forward reaction prediction with 1.9M reactions from USPTO patents (1976-2016). Task: Predict the product of the given reaction. (1) Given the reactants [N:1]1[CH:6]=[CH:5][CH:4]=[C:3]([NH2:7])[N:2]=1.CCN(C(C)C)C(C)C.[Br:17][CH2:18][C:19](O[C:19](=[O:20])[CH2:18][Br:17])=[O:20], predict the reaction product. The product is: [Br:17][CH2:18][C:19]([NH:7][C:3]1[N:2]=[N:1][CH:6]=[CH:5][CH:4]=1)=[O:20]. (2) Given the reactants Br[CH2:2][CH2:3][CH2:4][O:5][CH3:6].C(=O)([O-])[O-].[K+].[K+].[OH:13][C:14]1[CH:15]=[C:16]([CH:19]=[CH:20][C:21]=1[O:22][CH3:23])[CH:17]=[O:18], predict the reaction product. The product is: [CH3:23][O:22][C:21]1[CH:20]=[CH:19][C:16]([CH:17]=[O:18])=[CH:15][C:14]=1[O:13][CH2:2][CH2:3][CH2:4][O:5][CH3:6].